This data is from Full USPTO retrosynthesis dataset with 1.9M reactions from patents (1976-2016). The task is: Predict the reactants needed to synthesize the given product. Given the product [CH3:1][O:2][C:3]1[CH:20]=[C:19]([C:21]([NH:30][CH3:29])=[O:22])[CH:18]=[C:17]2[C:4]=1[C@H:5]1[C@H:14]([CH2:15][S:16]2(=[O:25])=[O:24])[C@:13]2([CH3:26])[C@H:8]([C:9]([CH3:28])([CH3:27])[CH2:10][CH2:11][CH2:12]2)[CH2:7][CH2:6]1, predict the reactants needed to synthesize it. The reactants are: [CH3:1][O:2][C:3]1[CH:20]=[C:19]([C:21](O)=[O:22])[CH:18]=[C:17]2[C:4]=1[C@H:5]1[C@H:14]([CH2:15][S:16]2(=[O:25])=[O:24])[C@:13]2([CH3:26])[C@H:8]([C:9]([CH3:28])([CH3:27])[CH2:10][CH2:11][CH2:12]2)[CH2:7][CH2:6]1.[CH3:29][N:30](C(ON1N=NC2C=CC=NC1=2)=[N+](C)C)C.F[P-](F)(F)(F)(F)F.CN1CCOCC1.CN.